From a dataset of Full USPTO retrosynthesis dataset with 1.9M reactions from patents (1976-2016). Predict the reactants needed to synthesize the given product. (1) Given the product [NH2:1][C:4]1[CH:5]=[CH:6][C:7]([O:10][CH:11]([CH2:16][CH2:17][CH:18]=[CH2:19])[CH2:12][CH2:13][CH:14]=[CH2:15])=[CH:8][CH:9]=1, predict the reactants needed to synthesize it. The reactants are: [N+:1]([C:4]1[CH:9]=[CH:8][C:7]([O:10][CH:11]([CH2:16][CH2:17][CH:18]=[CH2:19])[CH2:12][CH2:13][CH:14]=[CH2:15])=[CH:6][CH:5]=1)([O-])=O.Cl.[OH-].[Na+]. (2) Given the product [CH3:15][O:14][C:13]1[CH:12]=[C:11]2[C:7]([C:8](=[O:16])[CH2:9][CH2:10]2)=[CH:6][C:5]=1[C:3]([NH2:17])=[O:2], predict the reactants needed to synthesize it. The reactants are: C[O:2][C:3]([C:5]1[CH:6]=[C:7]2[C:11](=[CH:12][C:13]=1[O:14][CH3:15])[CH2:10][CH2:9][C:8]2=[O:16])=O.[NH3:17].O.